Dataset: Full USPTO retrosynthesis dataset with 1.9M reactions from patents (1976-2016). Task: Predict the reactants needed to synthesize the given product. (1) Given the product [CH3:29][C:19]1[C:20]([CH:21]([CH2:26][CH2:27][CH3:28])[C:22]([O:24][CH3:25])=[O:23])=[C:15]([O:7][C:1]2[CH:6]=[CH:5][CH:4]=[CH:3][CH:2]=2)[N:16]=[C:17]([C:30]2[CH:35]=[CH:34][CH:33]=[CH:32][CH:31]=2)[N:18]=1, predict the reactants needed to synthesize it. The reactants are: [C:1]1([OH:7])[CH:6]=[CH:5][CH:4]=[CH:3][CH:2]=1.C(=O)([O-])[O-].[Cs+].[Cs+].Cl[C:15]1[C:20]([CH:21]([CH2:26][CH2:27][CH3:28])[C:22]([O:24][CH3:25])=[O:23])=[C:19]([CH3:29])[N:18]=[C:17]([C:30]2[CH:35]=[CH:34][CH:33]=[CH:32][CH:31]=2)[N:16]=1. (2) Given the product [CH3:1][O:2][C:3]1[CH:12]=[C:11]2[C:6]([CH2:7][CH2:8][C:9](=[O:13])[C:10]32[CH2:21][CH2:20][O:19][CH2:18][CH2:17]3)=[CH:5][CH:4]=1, predict the reactants needed to synthesize it. The reactants are: [CH3:1][O:2][C:3]1[CH:12]=[C:11]2[C:6]([CH2:7][CH2:8][C:9](=[O:13])[CH2:10]2)=[CH:5][CH:4]=1.[H-].[Na+].Br[CH2:17][CH2:18][O:19][CH2:20][CH2:21]Br.[Cl-].[NH4+]. (3) Given the product [OH:1][C@H:2]1[CH:6]=[CH:5][C@H:4]([O:7][CH:8]([CH3:12])[C:9]([OH:11])=[O:10])[CH2:3]1, predict the reactants needed to synthesize it. The reactants are: [OH:1][C@@H:2]1[CH:6]=[CH:5][C@H:4]([O:7][CH:8]([CH2:12]C)[C:9]([OH:11])=[O:10])[CH2:3]1. (4) Given the product [CH:41]1[C:42]2[C:47](=[CH:46][CH:45]=[CH:44][CH:43]=2)[C:38]([C:2]2[N:3]=[C:4]([N:24]3[CH2:29][CH2:28][O:27][CH2:26][CH2:25]3)[C:5]3[S:10][C:9]([CH2:11][N:12]4[CH2:17][CH2:16][N:15]([C:18]([CH3:23])([CH3:22])[C:19]([NH2:21])=[O:20])[CH2:14][CH2:13]4)=[CH:8][C:6]=3[N:7]=2)=[CH:39][N:40]=1, predict the reactants needed to synthesize it. The reactants are: Cl[C:2]1[N:3]=[C:4]([N:24]2[CH2:29][CH2:28][O:27][CH2:26][CH2:25]2)[C:5]2[S:10][C:9]([CH2:11][N:12]3[CH2:17][CH2:16][N:15]([C:18]([CH3:23])([CH3:22])[C:19]([NH2:21])=[O:20])[CH2:14][CH2:13]3)=[CH:8][C:6]=2[N:7]=1.CC1(C)C(C)(C)OB([C:38]2[C:47]3[C:42](=[CH:43][CH:44]=[CH:45][CH:46]=3)[CH:41]=[N:40][CH:39]=2)O1. (5) Given the product [ClH:68].[C:15]1([C:29]2[CH:30]=[CH:31][CH:32]=[CH:33][CH:34]=2)[CH:16]=[CH:17][C:18]([O:21][C:22]2[CH:27]=[CH:26][C:25]([O:14][CH:11]3[CH2:10][CH2:9][NH:8][CH2:13][CH2:12]3)=[CH:24][CH:23]=2)=[CH:19][CH:20]=1, predict the reactants needed to synthesize it. The reactants are: C(OC([N:8]1[CH2:13][CH2:12][CH:11]([OH:14])[CH2:10][CH2:9]1)=O)(C)(C)C.[C:15]1([C:29]2[CH:34]=[CH:33][CH:32]=[CH:31][CH:30]=2)[CH:20]=[CH:19][C:18]([O:21][C:22]2[CH:27]=[CH:26][C:25](O)=[CH:24][CH:23]=2)=[CH:17][CH:16]=1.C1(P(C2C=CC=CC=2)C2C=CC=CC=2)C=CC=CC=1.N(C(OC(C)C)=O)=NC(OC(C)C)=O.[ClH:68]. (6) Given the product [CH3:1][N:2]1[CH:6]=[C:5]([NH:7][C:8]2[N:13]=[C:12]([N:14]3[CH2:20][C@H:19]4[N:21]([CH:22]5[CH2:25][N:24]([S:44]([CH3:43])(=[O:46])=[O:45])[CH2:23]5)[C@H:16]([CH2:17][CH2:18]4)[CH2:15]3)[CH:11]=[CH:10][N:9]=2)[CH:4]=[N:3]1, predict the reactants needed to synthesize it. The reactants are: [CH3:1][N:2]1[CH:6]=[C:5]([NH:7][C:8]2[N:13]=[C:12]([N:14]3[CH2:20][C@H:19]4[N:21]([CH:22]5[CH2:25][N:24](C(OC(C)(C)C)=O)[CH2:23]5)[C@H:16]([CH2:17][CH2:18]4)[CH2:15]3)[CH:11]=[CH:10][N:9]=2)[CH:4]=[N:3]1.Cl.CCN(C(C)C)C(C)C.[CH3:43][S:44](Cl)(=[O:46])=[O:45]. (7) Given the product [CH2:35]([O:34][C:30]1[CH:31]=[C:32]([CH:33]=[C:28]([O:27][CH2:19][CH2:20][CH2:21][CH2:22][CH2:23][CH2:24][CH2:25][CH3:26])[C:29]=1[O:43][CH2:44][CH2:45][CH2:46][CH2:47][CH2:48][CH2:49][CH2:50][CH3:51])[C:9]([C:8]1[CH:7]=[CH:6][C:5]([C:4]([O:3][CH3:2])=[O:14])=[CH:13][CH:12]=1)=[O:11])[CH2:36][CH2:37][CH2:38][CH2:39][CH2:40][CH2:41][CH3:42], predict the reactants needed to synthesize it. The reactants are: [Cl-].[CH3:2][O:3][C:4](=[O:14])[C:5]1[CH:13]=[CH:12][C:8]([C:9]([OH:11])=O)=[CH:7][CH:6]=1.[Cl-].[Cl-].[Cl-].[Al+3].[CH2:19]([O:27][C:28]1[CH:33]=[CH:32][CH:31]=[C:30]([O:34][CH2:35][CH2:36][CH2:37][CH2:38][CH2:39][CH2:40][CH2:41][CH3:42])[C:29]=1[O:43][CH2:44][CH2:45][CH2:46][CH2:47][CH2:48][CH2:49][CH2:50][CH3:51])[CH2:20][CH2:21][CH2:22][CH2:23][CH2:24][CH2:25][CH3:26].